The task is: Predict the product of the given reaction.. This data is from Forward reaction prediction with 1.9M reactions from USPTO patents (1976-2016). Given the reactants ON1C2C=CC=CC=2N=N1.Cl.CN(C)CCCN=C=NCC.[Cl:23][C:24]1[CH:32]=[CH:31][C:27]([C:28](O)=[O:29])=[CH:26][C:25]=1[C:33]([NH:35][CH2:36][C:37]12[CH2:46][CH:41]3[CH2:42][CH:43]([CH2:45][CH:39]([CH2:40]3)[CH2:38]1)[CH2:44]2)=[O:34].Cl.[CH3:48][O:49][C:50](=[O:55])[C@H:51]([CH2:53][OH:54])[NH2:52], predict the reaction product. The product is: [Cl:23][C:24]1[CH:32]=[CH:31][C:27]([C:28]([NH:52][C@H:51]([C:50]([O:49][CH3:48])=[O:55])[CH2:53][OH:54])=[O:29])=[CH:26][C:25]=1[C:33]([NH:35][CH2:36][C:37]12[CH2:46][CH:41]3[CH2:42][CH:43]([CH2:45][CH:39]([CH2:40]3)[CH2:38]1)[CH2:44]2)=[O:34].